This data is from Catalyst prediction with 721,799 reactions and 888 catalyst types from USPTO. The task is: Predict which catalyst facilitates the given reaction. Product: [Br:19][C:20]1[CH:21]=[C:22]([CH:23]=[CH:24][CH:25]=1)[O:26][C:2]1[CH:3]=[C:4]([S:10][C:11]2[CH:16]=[CH:15][CH:14]=[C:13]([O:17][CH3:18])[CH:12]=2)[C:5]([C:8]#[N:9])=[N:6][CH:7]=1. Reactant: Br[C:2]1[CH:3]=[C:4]([S:10][C:11]2[CH:16]=[CH:15][CH:14]=[C:13]([O:17][CH3:18])[CH:12]=2)[C:5]([C:8]#[N:9])=[N:6][CH:7]=1.[Br:19][C:20]1[CH:21]=[C:22]([OH:26])[CH:23]=[CH:24][CH:25]=1.CN(C=O)C.[H-].[Na+]. The catalyst class is: 6.